This data is from Full USPTO retrosynthesis dataset with 1.9M reactions from patents (1976-2016). The task is: Predict the reactants needed to synthesize the given product. (1) Given the product [CH:28]([N:22]1[CH2:21][CH2:20][N:16]2[C:17]3[CH:18]=[CH:19][C:11]([O:10][CH:7]4[CH2:8][CH2:9][N:4]([CH:1]([CH3:3])[CH3:2])[CH2:5][CH2:6]4)=[CH:12][C:13]=3[CH:14]=[C:15]2[C:23]1=[O:24])([CH3:30])[CH3:29], predict the reactants needed to synthesize it. The reactants are: [CH:1]([N:4]1[CH2:9][CH2:8][CH:7]([O:10][C:11]2[CH:19]=[CH:18][C:17]3[N:16]4[CH2:20][CH2:21][NH:22][C:23](=[O:24])[C:15]4=[CH:14][C:13]=3[CH:12]=2)[CH2:6][CH2:5]1)([CH3:3])[CH3:2].[H-].[Na+].Br[CH:28]([CH3:30])[CH3:29]. (2) Given the product [CH2:17]([O:16][C:14]([N:10]1[CH2:11][CH2:12][CH2:13][C:8]21[C:7](=[O:24])[N:6]([CH2:5][C:4]([OH:25])=[O:3])[CH2:9]2)=[O:15])[C:18]1[CH:19]=[CH:20][CH:21]=[CH:22][CH:23]=1, predict the reactants needed to synthesize it. The reactants are: C([O:3][C:4](=[O:25])[CH2:5][N:6]1[CH2:9][C:8]2([CH2:13][CH2:12][CH2:11][N:10]2[C:14]([O:16][CH2:17][C:18]2[CH:23]=[CH:22][CH:21]=[CH:20][CH:19]=2)=[O:15])[C:7]1=[O:24])C.O.O[Li].O. (3) Given the product [CH2:21]([O:20][CH2:19][CH2:18][CH2:17][O:1][C:2]1[CH:9]=[CH:8][C:5]([CH:6]=[O:7])=[CH:4][CH:3]=1)[C:22]1[CH:27]=[CH:26][CH:25]=[CH:24][CH:23]=1, predict the reactants needed to synthesize it. The reactants are: [OH:1][C:2]1[CH:9]=[CH:8][C:5]([CH:6]=[O:7])=[CH:4][CH:3]=1.C(=O)([O-])[O-].[Cs+].[Cs+].Br[CH2:17][CH2:18][CH2:19][O:20][CH2:21][C:22]1[CH:27]=[CH:26][CH:25]=[CH:24][CH:23]=1.[I-].[Na+].